Task: Predict the product of the given reaction.. Dataset: Forward reaction prediction with 1.9M reactions from USPTO patents (1976-2016) (1) Given the reactants [CH2:1]([NH:5][C:6]([C:8]1[CH:24]=[CH:23][C:11]2[S:12][C:13]3[CH:21]=[CH:20][C:19]([Cl:22])=[CH:18][C:14]=3[C:15](Cl)=[N:16][C:10]=2[CH:9]=1)=[O:7])[CH2:2][CH2:3][CH3:4].[Br-].[Cl:26][C:27]1[S:31][C:30]([Zn+])=[CH:29][CH:28]=1, predict the reaction product. The product is: [CH2:1]([NH:5][C:6]([C:8]1[CH:24]=[CH:23][C:11]2[S:12][C:13]3[CH:21]=[CH:20][C:19]([Cl:22])=[CH:18][C:14]=3[C:15]([C:30]3[S:31][C:27]([Cl:26])=[CH:28][CH:29]=3)=[N:16][C:10]=2[CH:9]=1)=[O:7])[CH2:2][CH2:3][CH3:4]. (2) Given the reactants C(OC([N:8]1[CH2:13][CH2:12][N:11]([C:14]2[CH:19]=[CH:18][C:17]([NH:20][C:21]([C:23]3[S:27][C:26]4[CH:28]=[CH:29][CH:30]=[C:31]([Cl:32])[C:25]=4[CH:24]=3)=[O:22])=[CH:16][N:15]=2)[CH2:10][CH2:9]1)=O)(C)(C)C, predict the reaction product. The product is: [N:11]1([C:14]2[N:15]=[CH:16][C:17]([NH:20][C:21]([C:23]3[S:27][C:26]4[CH:28]=[CH:29][CH:30]=[C:31]([Cl:32])[C:25]=4[CH:24]=3)=[O:22])=[CH:18][CH:19]=2)[CH2:12][CH2:13][NH:8][CH2:9][CH2:10]1. (3) Given the reactants Cl.Cl.[O:3]1[C:8]2=[CH:9][CH:10]=[CH:11][C:7]2=[CH:6][C:5]([CH:12]2[CH2:17][CH2:16][CH2:15][CH2:14][N:13]2[CH2:18][CH2:19][C@H:20]2[CH2:25][CH2:24][C@H:23]([NH2:26])[CH2:22][CH2:21]2)=[CH:4]1.[C:27]1([C:36]2[CH:41]=[CH:40][CH:39]=[CH:38][CH:37]=2)[CH:32]=[CH:31][C:30]([C:33](O)=[O:34])=[CH:29][CH:28]=1, predict the reaction product. The product is: [O:3]1[C:8]2=[CH:9][CH:10]=[CH:11][C:7]2=[CH:6][C:5]([CH:12]2[CH2:17][CH2:16][CH2:15][CH2:14][N:13]2[CH2:18][CH2:19][C@H:20]2[CH2:21][CH2:22][C@H:23]([NH:26][C:33]([C:30]3[CH:31]=[CH:32][C:27]([C:36]4[CH:37]=[CH:38][CH:39]=[CH:40][CH:41]=4)=[CH:28][CH:29]=3)=[O:34])[CH2:24][CH2:25]2)=[CH:4]1. (4) Given the reactants [Br:1][C:2]1[CH:7]=[CH:6][CH:5]=[CH:4][C:3]=1[CH2:8][C:9]([O:11][CH3:12])=[O:10].[H-].[Na+].[Cl:15][CH2:16][CH2:17][CH2:18]I.O, predict the reaction product. The product is: [Br:1][C:2]1[CH:7]=[CH:6][CH:5]=[CH:4][C:3]=1[CH:8]([CH2:18][CH2:17][CH2:16][Cl:15])[C:9]([O:11][CH3:12])=[O:10]. (5) Given the reactants C(OC([N:8]1[CH2:13][CH2:12][CH:11]([N:14]2[C:18]3[CH:19]=[CH:20][CH:21]=[CH:22][C:17]=3[NH:16][C:15]2=[O:23])[CH2:10][CH2:9]1)=O)(C)(C)C.Br[CH2:25][CH2:26][CH2:27][N:28]1[C:32](=[O:33])[C:31]2=[CH:34][CH:35]=[CH:36][CH:37]=[C:30]2[C:29]1=[O:38].C(=O)([O-])[O-].[Cs+].[Cs+], predict the reaction product. The product is: [NH:8]1[CH2:9][CH2:10][CH:11]([N:14]2[C:18]3[CH:19]=[CH:20][CH:21]=[CH:22][C:17]=3[N:16]([CH2:25][CH2:26][CH2:27][N:28]3[C:32](=[O:33])[C:31]4=[CH:34][CH:35]=[CH:36][CH:37]=[C:30]4[C:29]3=[O:38])[C:15]2=[O:23])[CH2:12][CH2:13]1. (6) Given the reactants [Br:1][C:2]1[CH:3]=[C:4]2[C:15](=O)[C:14]3[C:9](=[CH:10][CH:11]=[C:12]([O:17][CH3:18])[CH:13]=3)[O:8][C:5]2=[N:6][CH:7]=1.[CH2:19]1COCC1.C[Mg]Br, predict the reaction product. The product is: [Br:1][C:2]1[CH:3]=[C:4]2[C:15](=[CH2:19])[C:14]3[C:9](=[CH:10][CH:11]=[C:12]([O:17][CH3:18])[CH:13]=3)[O:8][C:5]2=[N:6][CH:7]=1. (7) Given the reactants [CH3:1][O:2][C:3](=[O:8])[CH2:4][C:5]([NH2:7])=[O:6].Br[CH2:10][C:11]([C:13]1[CH:18]=[CH:17][C:16]([C:19]([F:22])([F:21])[F:20])=[CH:15][CH:14]=1)=O, predict the reaction product. The product is: [CH3:1][O:2][C:3](=[O:8])[CH2:4][C:5]1[O:6][CH:10]=[C:11]([C:13]2[CH:18]=[CH:17][C:16]([C:19]([F:20])([F:21])[F:22])=[CH:15][CH:14]=2)[N:7]=1. (8) Given the reactants [Cl:1][C:2]1[CH:7]=[C:6](Cl)[N:5]2[N:9]=[C:10]([C:12]3[CH:13]=[N:14][C:15]([N:18]4[CH2:23][CH2:22][O:21][CH2:20][CH2:19]4)=[CH:16][CH:17]=3)[CH:11]=[C:4]2[N:3]=1.[NH:24]1[CH2:29][CH2:28][O:27][CH2:26][CH2:25]1, predict the reaction product. The product is: [Cl:1][C:2]1[CH:7]=[C:6]([N:24]2[CH2:29][CH2:28][O:27][CH2:26][CH2:25]2)[N:5]2[N:9]=[C:10]([C:12]3[CH:13]=[N:14][C:15]([N:18]4[CH2:23][CH2:22][O:21][CH2:20][CH2:19]4)=[CH:16][CH:17]=3)[CH:11]=[C:4]2[N:3]=1. (9) Given the reactants Br[C:2]1[C:8]([F:9])=[CH:7][C:5]([NH2:6])=[CH:4][C:3]=1[F:10].[CH2:11]([S:13][C:14]1[CH:15]=[C:16](B(O)O)[CH:17]=[CH:18][CH:19]=1)[CH3:12], predict the reaction product. The product is: [CH2:11]([S:13][C:14]1[CH:19]=[C:18]([C:2]2[C:8]([F:9])=[CH:7][C:5]([NH2:6])=[CH:4][C:3]=2[F:10])[CH:17]=[CH:16][CH:15]=1)[CH3:12].